Dataset: Catalyst prediction with 721,799 reactions and 888 catalyst types from USPTO. Task: Predict which catalyst facilitates the given reaction. (1) Reactant: [OH:1][C:2]1[CH:3]=[C:4]2[C:8](=[CH:9][CH:10]=1)[N:7]([S:11]([C:14]1[CH:15]=[C:16]([CH:21]=[CH:22][CH:23]=1)[C:17]([O:19][CH3:20])=[O:18])(=[O:13])=[O:12])[CH:6]=[CH:5]2.[Cl:24][C:25]1[CH:30]=[CH:29][CH:28]=[C:27]([Cl:31])[C:26]=1[C:32]1[C:36]([CH2:37]O)=[C:35]([CH:39]([CH3:41])[CH3:40])[O:34][N:33]=1.C1(P(C2C=CC=CC=2)C2C=CC=CC=2)C=CC=CC=1.N(C(OC(C)C)=O)=NC(OC(C)C)=O. Product: [Cl:31][C:27]1[CH:28]=[CH:29][CH:30]=[C:25]([Cl:24])[C:26]=1[C:32]1[C:36]([CH2:37][O:1][C:2]2[CH:3]=[C:4]3[C:8](=[CH:9][CH:10]=2)[N:7]([S:11]([C:14]2[CH:15]=[C:16]([CH:21]=[CH:22][CH:23]=2)[C:17]([O:19][CH3:20])=[O:18])(=[O:13])=[O:12])[CH:6]=[CH:5]3)=[C:35]([CH:39]([CH3:41])[CH3:40])[O:34][N:33]=1. The catalyst class is: 4. (2) Reactant: C(OC([N:8]1[CH2:11][C:10]([CH3:29])([O:12][C:13]2[CH:14]=[C:15]3[C:24](=[CH:25][CH:26]=2)[O:23][CH2:22][C:21]2[N:16]3[CH:17]([CH3:28])[C:18](=[O:27])[NH:19][N:20]=2)[CH2:9]1)=O)(C)(C)C.[C:30]([OH:36])([C:32]([F:35])([F:34])[F:33])=[O:31]. Product: [F:33][C:32]([F:35])([F:34])[C:30]([OH:36])=[O:31].[CH3:28][CH:17]1[N:16]2[C:21]([CH2:22][O:23][C:24]3[C:15]2=[CH:14][C:13]([O:12][C:10]2([CH3:29])[CH2:9][NH:8][CH2:11]2)=[CH:26][CH:25]=3)=[N:20][NH:19][C:18]1=[O:27]. The catalyst class is: 2. (3) Reactant: Br[C:2]1[CH:14]=[C:13]([F:15])[C:5]2[N:6]=[C:7]([NH:9][C:10](=[O:12])[CH3:11])[S:8][C:4]=2[CH:3]=1.[CH3:16][C:17]1([CH3:33])[C:21]([CH3:23])([CH3:22])[O:20][B:19]([B:19]2[O:20][C:21]([CH3:23])([CH3:22])[C:17]([CH3:33])([CH3:16])[O:18]2)[O:18]1.C([O-])(=O)C.[K+]. Product: [F:15][C:13]1[C:5]2[N:6]=[C:7]([NH:9][C:10](=[O:12])[CH3:11])[S:8][C:4]=2[CH:3]=[C:2]([B:19]2[O:20][C:21]([CH3:23])([CH3:22])[C:17]([CH3:33])([CH3:16])[O:18]2)[CH:14]=1. The catalyst class is: 418. (4) Reactant: ClC(OC(C)C)=O.[CH3:8][N:9]1CCOCC1.[C:15]([C:18]1[N:19]=[CH:20][N:21]2[C:26](=[O:27])[N:25]([CH2:28][C:29]([OH:31])=O)[N:24]=[N:23][C:22]=12)(=[O:17])[NH2:16].Cl.CN.C(N(CC)CC)C. Product: [CH3:8][NH:9][C:29](=[O:31])[CH2:28][N:25]1[C:26](=[O:27])[N:21]2[CH:20]=[N:19][C:18]([C:15](=[O:17])[NH2:16])=[C:22]2[N:23]=[N:24]1. The catalyst class is: 869. (5) Reactant: [Cl:1][CH2:2][C:3]([C:5]1[CH:10]=[C:9]([CH3:11])[CH:8]=[CH:7][C:6]=1[CH3:12])=[O:4].[CH2:13](O)[CH:14]([OH:16])[CH3:15]. Product: [Cl:1][CH2:2][C:3]1([C:5]2[CH:10]=[C:9]([CH3:11])[CH:8]=[CH:7][C:6]=2[CH3:12])[O:16][CH:14]([CH3:15])[CH2:13][O:4]1. The catalyst class is: 113.